This data is from NCI-60 drug combinations with 297,098 pairs across 59 cell lines. The task is: Regression. Given two drug SMILES strings and cell line genomic features, predict the synergy score measuring deviation from expected non-interaction effect. (1) Drug 1: CC1C(C(CC(O1)OC2CC(OC(C2O)C)OC3=CC4=CC5=C(C(=O)C(C(C5)C(C(=O)C(C(C)O)O)OC)OC6CC(C(C(O6)C)O)OC7CC(C(C(O7)C)O)OC8CC(C(C(O8)C)O)(C)O)C(=C4C(=C3C)O)O)O)O. Drug 2: C1CCC(C(C1)N)N.C(=O)(C(=O)[O-])[O-].[Pt+4]. Cell line: MALME-3M. Synergy scores: CSS=34.6, Synergy_ZIP=-4.60, Synergy_Bliss=-1.31, Synergy_Loewe=-17.5, Synergy_HSA=-0.344. (2) Drug 1: CC1=C2C(C(=O)C3(C(CC4C(C3C(C(C2(C)C)(CC1OC(=O)C(C(C5=CC=CC=C5)NC(=O)OC(C)(C)C)O)O)OC(=O)C6=CC=CC=C6)(CO4)OC(=O)C)O)C)O. Drug 2: C1C(C(OC1N2C=NC(=NC2=O)N)CO)O. Cell line: SNB-19. Synergy scores: CSS=23.3, Synergy_ZIP=-6.44, Synergy_Bliss=-5.08, Synergy_Loewe=-28.7, Synergy_HSA=-1.07. (3) Drug 1: CCC1=CC2CC(C3=C(CN(C2)C1)C4=CC=CC=C4N3)(C5=C(C=C6C(=C5)C78CCN9C7C(C=CC9)(C(C(C8N6C)(C(=O)OC)O)OC(=O)C)CC)OC)C(=O)OC.C(C(C(=O)O)O)(C(=O)O)O. Drug 2: CCC1(CC2CC(C3=C(CCN(C2)C1)C4=CC=CC=C4N3)(C5=C(C=C6C(=C5)C78CCN9C7C(C=CC9)(C(C(C8N6C=O)(C(=O)OC)O)OC(=O)C)CC)OC)C(=O)OC)O.OS(=O)(=O)O. Cell line: NCI/ADR-RES. Synergy scores: CSS=-1.80, Synergy_ZIP=2.32, Synergy_Bliss=1.66, Synergy_Loewe=1.52, Synergy_HSA=-1.12. (4) Drug 1: COC1=C(C=C2C(=C1)N=CN=C2NC3=CC(=C(C=C3)F)Cl)OCCCN4CCOCC4. Drug 2: C1=NC2=C(N=C(N=C2N1C3C(C(C(O3)CO)O)F)Cl)N. Cell line: HS 578T. Synergy scores: CSS=15.3, Synergy_ZIP=-0.725, Synergy_Bliss=4.90, Synergy_Loewe=5.14, Synergy_HSA=6.70. (5) Drug 1: CCC1(CC2CC(C3=C(CCN(C2)C1)C4=CC=CC=C4N3)(C5=C(C=C6C(=C5)C78CCN9C7C(C=CC9)(C(C(C8N6C=O)(C(=O)OC)O)OC(=O)C)CC)OC)C(=O)OC)O.OS(=O)(=O)O. Drug 2: CCN(CC)CCNC(=O)C1=C(NC(=C1C)C=C2C3=C(C=CC(=C3)F)NC2=O)C. Cell line: NCI-H460. Synergy scores: CSS=16.5, Synergy_ZIP=14.4, Synergy_Bliss=14.2, Synergy_Loewe=9.62, Synergy_HSA=12.8.